This data is from Full USPTO retrosynthesis dataset with 1.9M reactions from patents (1976-2016). The task is: Predict the reactants needed to synthesize the given product. (1) Given the product [OH:28][C@H:26]1[CH2:27][N:23]([C:21]([O:20][C:16]([CH3:17])([CH3:18])[CH3:19])=[O:22])[C@H:24]([C:29](=[O:30])[NH:1][CH2:2][C:3]2[CH:8]=[CH:7][C:6]([C:9]3[S:13][CH:12]=[N:11][C:10]=3[CH3:14])=[CH:5][C:4]=2[OH:15])[CH2:25]1, predict the reactants needed to synthesize it. The reactants are: [NH2:1][CH2:2][C:3]1[CH:8]=[CH:7][C:6]([C:9]2[S:13][CH:12]=[N:11][C:10]=2[CH3:14])=[CH:5][C:4]=1[OH:15].[C:16]([O:20][C:21]([N:23]1[CH2:27][C@H:26]([OH:28])[CH2:25][C@H:24]1[C:29](O)=[O:30])=[O:22])([CH3:19])([CH3:18])[CH3:17].CCN(C(C)C)C(C)C.CN(C(ON1N=NC2C=CC=NC1=2)=[N+](C)C)C.F[P-](F)(F)(F)(F)F.C(=O)(O)[O-].[Na+]. (2) Given the product [ClH:1].[Cl:1][C:2]1[CH:3]=[C:4]([CH:9]2[O:15][CH2:14][CH2:13][NH:12][CH2:11][CH:10]2[CH2:23][NH:24][S:25]([CH3:28])(=[O:26])=[O:27])[CH:5]=[CH:6][C:7]=1[Cl:8], predict the reactants needed to synthesize it. The reactants are: [Cl:1][C:2]1[CH:3]=[C:4]([CH:9]2[O:15][CH2:14][CH2:13][N:12](C(OC(C)(C)C)=O)[CH2:11][CH:10]2[CH2:23][NH:24][S:25]([CH3:28])(=[O:27])=[O:26])[CH:5]=[CH:6][C:7]=1[Cl:8].C(OCC)(=O)C.Cl.